From a dataset of Reaction yield outcomes from USPTO patents with 853,638 reactions. Predict the reaction yield, written as a fraction of the theoretical maximum amount of product (1.0 means a 100% yield; for example, 0.34 means a 34% yield). The reactants are Cl[C:2]1[N:7]=[C:6]([Cl:8])[N:5]=[CH:4][N:3]=1.C(N(CC)C(C)C)(C)C.Cl.[Br:19][C:20]1[CH:21]=[C:22]2[C:27](=[CH:28][CH:29]=1)[CH2:26][NH:25][CH2:24][CH2:23]2. The catalyst is CN(C=O)C. The product is [Br:19][C:20]1[CH:21]=[C:22]2[C:27](=[CH:28][CH:29]=1)[CH2:26][N:25]([C:2]1[N:7]=[C:6]([Cl:8])[N:5]=[CH:4][N:3]=1)[CH2:24][CH2:23]2. The yield is 0.460.